This data is from Full USPTO retrosynthesis dataset with 1.9M reactions from patents (1976-2016). The task is: Predict the reactants needed to synthesize the given product. (1) Given the product [F:1][C:2]1[CH:3]=[C:4]([CH:19]=[C:20]([C:22]2([O:28][CH3:29])[CH2:27][CH2:26][O:25][CH2:24][CH2:23]2)[CH:21]=1)[O:5][CH2:6][C:7]1[CH:8]=[C:9]2[C:14](=[CH:15][CH:16]=1)[N:13]1[C:31]([CH3:33])([CH3:30])[NH:18][N:17]=[C:12]1[CH:11]=[CH:10]2, predict the reactants needed to synthesize it. The reactants are: [F:1][C:2]1[CH:3]=[C:4]([CH:19]=[C:20]([C:22]2([O:28][CH3:29])[CH2:27][CH2:26][O:25][CH2:24][CH2:23]2)[CH:21]=1)[O:5][CH2:6][C:7]1[CH:8]=[C:9]2[C:14](=[CH:15][CH:16]=1)[N:13]=[C:12]([NH:17][NH2:18])[CH:11]=[CH:10]2.[CH3:30][C:31]([CH3:33])=O. (2) Given the product [Cl-:1].[Cl:1][C:2]1[CH:7]=[CH:6][C:5]([C:8]([C:11]2[N:15]([C:16]3[CH:21]=[CH:20][C:19]([F:22])=[CH:18][CH:17]=3)[C:14]([S:23][CH2:24][C:25]3[C:30]([F:31])=[CH:29][C:28]([S:32]([NH:45][C@H:46]([C:54]([O:56][CH3:57])=[O:55])[CH2:47][CH2:48][CH2:49][N+:50]([CH3:52])([CH3:51])[CH3:53])(=[O:33])=[O:35])=[CH:27][C:26]=3[F:36])=[N:13][CH:12]=2)([CH3:10])[CH3:9])=[CH:4][C:3]=1[O:37][CH3:38], predict the reactants needed to synthesize it. The reactants are: [Cl:1][C:2]1[CH:7]=[CH:6][C:5]([C:8]([C:11]2[N:15]([C:16]3[CH:21]=[CH:20][C:19]([F:22])=[CH:18][CH:17]=3)[C:14]([S:23][CH2:24][C:25]3[C:30]([F:31])=[CH:29][C:28]([S:32]([OH:35])(=O)=[O:33])=[CH:27][C:26]=3[F:36])=[N:13][CH:12]=2)([CH3:10])[CH3:9])=[CH:4][C:3]=1[O:37][CH3:38].S(Cl)(Cl)=O.Cl.[Cl-].[NH2:45][C@H:46]([C:54]([O:56][CH3:57])=[O:55])[CH2:47][CH2:48][CH2:49][N+:50]([CH3:53])([CH3:52])[CH3:51].C([O-])([O-])=O.[Na+].[Na+]. (3) Given the product [Cl:8][C:4]1[CH:5]=[CH:6][CH:7]=[C:2]([Cl:1])[C:3]=1[CH2:9][S:10]([C:13]1[CH:14]=[C:15]2[C:19](=[CH:20][CH:21]=1)[NH:18][C:17](=[O:22])/[C:16]/2=[CH:37]\[C:25]1[NH:26][C:27]([CH3:36])=[C:28]([CH2:29][N:30]2[CH2:31][CH2:32][O:33][CH2:34][CH2:35]2)[C:24]=1[CH3:23])(=[O:12])=[O:11], predict the reactants needed to synthesize it. The reactants are: [Cl:1][C:2]1[CH:7]=[CH:6][CH:5]=[C:4]([Cl:8])[C:3]=1[CH2:9][S:10]([C:13]1[CH:14]=[C:15]2[C:19](=[CH:20][CH:21]=1)[NH:18][C:17](=[O:22])[CH2:16]2)(=[O:12])=[O:11].[CH3:23][C:24]1[C:28]([CH2:29][N:30]2[CH2:35][CH2:34][O:33][CH2:32][CH2:31]2)=[C:27]([CH3:36])[NH:26][C:25]=1[CH:37]=O. (4) Given the product [C:39]([O:38][C:36](=[O:37])[CH2:35][N:34]([C:11]([C:6]1[CH:7]=[CH:8][CH:9]=[C:10]2[C:5]=1[CH2:4][CH2:3][C:2]2=[O:1])=[O:13])[CH2:43][C:44]([O:46][C:47]([CH3:50])([CH3:49])[CH3:48])=[O:45])([CH3:42])([CH3:41])[CH3:40], predict the reactants needed to synthesize it. The reactants are: [O:1]=[C:2]1[C:10]2[CH:9]=[CH:8][CH:7]=[C:6]([C:11]([OH:13])=O)[C:5]=2[CH2:4][CH2:3]1.C(N=C=NC(C)C)(C)C.O.ON1C2C=CC=CC=2N=N1.[NH:34]([CH2:43][C:44]([O:46][C:47]([CH3:50])([CH3:49])[CH3:48])=[O:45])[CH2:35][C:36]([O:38][C:39]([CH3:42])([CH3:41])[CH3:40])=[O:37]. (5) Given the product [NH2:16][C:10]1[O:11][CH2:12][C:13]([F:14])([F:15])[C@:8]([C:6]2[CH:7]=[C:2]([NH:1][C:27]([C:24]3[N:23]=[CH:22][C:21]([C:20]([F:30])([F:19])[F:31])=[CH:26][N:25]=3)=[O:28])[CH:3]=[CH:4][C:5]=2[F:18])([CH3:17])[N:9]=1, predict the reactants needed to synthesize it. The reactants are: [NH2:1][C:2]1[CH:3]=[CH:4][C:5]([F:18])=[C:6]([C@:8]2([CH3:17])[C:13]([F:15])([F:14])[CH2:12][O:11][C:10]([NH2:16])=[N:9]2)[CH:7]=1.[F:19][C:20]([F:31])([F:30])[C:21]1[CH:22]=[N:23][C:24]([C:27](O)=[O:28])=[N:25][CH:26]=1.